This data is from Reaction yield outcomes from USPTO patents with 853,638 reactions. The task is: Predict the reaction yield, written as a fraction of the theoretical maximum amount of product (1.0 means a 100% yield; for example, 0.34 means a 34% yield). (1) The reactants are [Si:1]([O:8][CH2:9][C@H:10]1[N:15]([C:16]([O:18][C:19]([CH3:22])([CH3:21])[CH3:20])=[O:17])[CH2:14][C:13]([O:23][Si](C)(C)C)=[CH:12][CH:11]1[CH3:28])([C:4]([CH3:7])([CH3:6])[CH3:5])([CH3:3])[CH3:2]. The catalyst is C(#N)C.CCOC(C)=O.CC([O-])=O.CC([O-])=O.[Pd+2]. The product is [Si:1]([O:8][CH2:9][C@@H:10]1[C:11]([CH3:28])=[CH:12][C:13](=[O:23])[CH2:14][N:15]1[C:16]([O:18][C:19]([CH3:22])([CH3:21])[CH3:20])=[O:17])([C:4]([CH3:7])([CH3:5])[CH3:6])([CH3:3])[CH3:2]. The yield is 0.583. (2) The reactants are [N:1]([CH2:4][C:5]1[O:6][C:7]([C:10]2[CH:15]=[CH:14][C:13]([Br:16])=[CH:12][CH:11]=2)=[N:8][N:9]=1)=[N+]=[N-].C1C=CC(P(C2C=CC=CC=2)C2C=CC=CC=2)=CC=1.CCN(CC)CC.C(=O)(OC(C)(C)C)[O:44][C:45]([O:47][C:48]([CH3:51])([CH3:50])[CH3:49])=O. The catalyst is C1COCC1.O.CN(C)C1C=CN=CC=1. The product is [Br:16][C:13]1[CH:14]=[CH:15][C:10]([C:7]2[O:6][C:5]([CH2:4][NH:1][C:45](=[O:44])[O:47][C:48]([CH3:51])([CH3:50])[CH3:49])=[N:9][N:8]=2)=[CH:11][CH:12]=1. The yield is 0.224. (3) The reactants are [F:1][C:2]1[CH:11]=[C:10]2[C:5]([CH:6]=[C:7]([NH:13][C:14]3[CH:18]=[C:17]([CH3:19])[NH:16][N:15]=3)[N:8]=[C:9]2O)=[CH:4][C:3]=1[O:20][CH3:21].O=P(Cl)(Cl)[Cl:24]. No catalyst specified. The product is [Cl:24][C:9]1[C:10]2[C:5](=[CH:4][C:3]([O:20][CH3:21])=[C:2]([F:1])[CH:11]=2)[CH:6]=[C:7]([NH:13][C:14]2[CH:18]=[C:17]([CH3:19])[NH:16][N:15]=2)[N:8]=1. The yield is 0.640. (4) The reactants are CC1OC(CC2CCC(C3SC(C4C=CC(N)=CC=4)=CN=3)CC2)=NN=1.[CH3:26][C:27]([N:34]1[CH2:39][CH2:38][CH:37]([C:40]2[S:41][C:42]([C:45]3[CH:50]=[CH:49][C:48]([N+:51]([O-])=O)=[CH:47][CH:46]=3)=[CH:43][N:44]=2)[CH2:36][CH2:35]1)([CH3:33])[C:28]([O:30][CH2:31][CH3:32])=[O:29]. No catalyst specified. The product is [NH2:51][C:48]1[CH:49]=[CH:50][C:45]([C:42]2[S:41][C:40]([CH:37]3[CH2:38][CH2:39][N:34]([C:27]([CH3:26])([CH3:33])[C:28]([O:30][CH2:31][CH3:32])=[O:29])[CH2:35][CH2:36]3)=[N:44][CH:43]=2)=[CH:46][CH:47]=1. The yield is 0.550. (5) The reactants are [Cl:1][C:2]1[CH:7]=[CH:6][CH:5]=[CH:4][C:3]=1[C:8]1[C:9]([C:34]([OH:36])=O)=[CH:10][C:11]([C:14]2[CH:15]=[CH:16][C:17]3[O:21][C:20]([C:22]4[CH:27]=[CH:26][C:25]([F:28])=[CH:24][CH:23]=4)=[C:19]([C:29](=[O:32])[NH:30][CH3:31])[C:18]=3[CH:33]=2)=[CH:12][CH:13]=1.[N:37]1[CH:42]=[CH:41][CH:40]=[CH:39][C:38]=1[C:43]1([NH2:46])[CH2:45][CH2:44]1.CN(C(ON1N=NC2C=CC=NC1=2)=[N+](C)C)C.F[P-](F)(F)(F)(F)F. The product is [Cl:1][C:2]1[CH:7]=[CH:6][CH:5]=[CH:4][C:3]=1[C:8]1[CH:13]=[CH:12][C:11]([C:14]2[CH:15]=[CH:16][C:17]3[O:21][C:20]([C:22]4[CH:23]=[CH:24][C:25]([F:28])=[CH:26][CH:27]=4)=[C:19]([C:29]([NH:30][CH3:31])=[O:32])[C:18]=3[CH:33]=2)=[CH:10][C:9]=1[C:34](=[O:36])[NH:46][C:43]1([C:38]2[CH:39]=[CH:40][CH:41]=[CH:42][N:37]=2)[CH2:45][CH2:44]1. The catalyst is CN(C=O)C. The yield is 0.700. (6) The product is [CH3:22][C:17]1([CH3:23])[C:18]([CH3:21])([CH3:20])[O:19][B:15]([C:2]2[CH:14]=[CH:13][C:5]([CH2:6][N:7]3[CH2:12][CH2:11][O:10][CH2:9][CH2:8]3)=[CH:4][CH:3]=2)[O:16]1. The yield is 0.840. The reactants are Br[C:2]1[CH:14]=[CH:13][C:5]([CH2:6][N:7]2[CH2:12][CH2:11][O:10][CH2:9][CH2:8]2)=[CH:4][CH:3]=1.[B:15]1([B:15]2[O:19][C:18]([CH3:21])([CH3:20])[C:17]([CH3:23])([CH3:22])[O:16]2)[O:19][C:18]([CH3:21])([CH3:20])[C:17]([CH3:23])([CH3:22])[O:16]1.C([O-])(=O)C.[K+]. The catalyst is CN(C=O)C.C(OCC)(=O)C.C1C=CC(P(C2C=CC=CC=2)[C-]2C=CC=C2)=CC=1.C1C=CC(P(C2C=CC=CC=2)[C-]2C=CC=C2)=CC=1.Cl[Pd]Cl.[Fe+2]. (7) The reactants are [Cl:1][C:2]1[C:9]([F:10])=[CH:8][CH:7]=[C:6]([OH:11])[C:3]=1C=O.CO[CH:14]([O:17][CH3:18])[O:15][CH3:16].[N+]([O-])([O-])=O.[NH4+].C(=O)([O-])[O-].[Na+].[Na+]. The catalyst is CO. The product is [Cl:1][C:2]1[C:3]([CH:14]([O:15][CH3:16])[O:17][CH3:18])=[C:6]([OH:11])[CH:7]=[CH:8][C:9]=1[F:10]. The yield is 0.640.